The task is: Predict the reaction yield, written as a fraction of the theoretical maximum amount of product (1.0 means a 100% yield; for example, 0.34 means a 34% yield).. This data is from Reaction yield outcomes from USPTO patents with 853,638 reactions. (1) The reactants are [CH:1]1([NH:7][C:8](=[O:16])[NH:9][CH2:10][CH2:11][CH2:12][C:13]([OH:15])=O)[CH2:6][CH2:5][CH2:4][CH2:3][CH2:2]1.C(N=C=NCCCN(C)C)C.C[O:29][C:30](=[O:41])[C@H:31]([CH2:33][C:34]1[CH:39]=[CH:38][C:37]([OH:40])=[CH:36][CH:35]=1)[NH2:32].C(N(C(C)C)CC)(C)C.[OH-].[Na+].Cl. The catalyst is CN(C=O)C.C(O)(=O)C.CO. The product is [CH:1]1([NH:7][C:8](=[O:16])[NH:9][CH2:10][CH2:11][CH2:12][C:13]([NH:32][CH:31]([CH2:33][C:34]2[CH:35]=[CH:36][C:37]([OH:40])=[CH:38][CH:39]=2)[C:30]([OH:41])=[O:29])=[O:15])[CH2:2][CH2:3][CH2:4][CH2:5][CH2:6]1. The yield is 0.180. (2) The reactants are [C:1]([O:5][C:6]([N:8]1[CH2:13][CH2:12][NH:11][CH2:10][CH2:9]1)=[O:7])([CH3:4])([CH3:3])[CH3:2].C(N(CC)CC)C.Br[CH2:22][C:23]1[CH:28]=[CH:27][C:26]([N+:29]([O-:31])=[O:30])=[CH:25][CH:24]=1. The product is [C:1]([O:5][C:6]([N:8]1[CH2:13][CH2:12][N:11]([CH2:22][C:23]2[CH:28]=[CH:27][C:26]([N+:29]([O-:31])=[O:30])=[CH:25][CH:24]=2)[CH2:10][CH2:9]1)=[O:7])([CH3:4])([CH3:2])[CH3:3]. The yield is 0.950. The catalyst is CC#N. (3) The reactants are [F:1][C:2]1[CH:3]=[C:4]([CH:27]=[CH:28][C:29]=1[F:30])[CH2:5][NH:6][C:7]([C:9]1[C:17]2[C:12](=[CH:13][CH:14]=[C:15]([NH2:18])[CH:16]=2)[N:11]([CH2:19][C:20]2[CH:25]=[CH:24][CH:23]=[CH:22][CH:21]=2)[C:10]=1[CH3:26])=[O:8].[C:31](OC(=O)C)(=[O:33])[CH3:32]. The catalyst is N1C=CC=CC=1.CCOC(C)=O. The product is [F:1][C:2]1[CH:3]=[C:4]([CH:27]=[CH:28][C:29]=1[F:30])[CH2:5][NH:6][C:7]([C:9]1[C:17]2[C:12](=[CH:13][CH:14]=[C:15]([NH:18][C:31](=[O:33])[CH3:32])[CH:16]=2)[N:11]([CH2:19][C:20]2[CH:25]=[CH:24][CH:23]=[CH:22][CH:21]=2)[C:10]=1[CH3:26])=[O:8]. The yield is 0.680. (4) The reactants are [F:1][C:2]1[CH:37]=[C:36]([F:38])[CH:35]=[CH:34][C:3]=1[CH2:4][N:5]1[C:10]([C:11]2[S:12][C:13]([C:16]3[CH:21]=[C:20]([O:22][CH2:23][CH3:24])[N:19]=[C:18]([S:25][CH3:26])[N:17]=3)=[CH:14][CH:15]=2)=[CH:9][C:8]([C:27]([F:30])([F:29])[F:28])=[C:7]([C:31]#[N:32])[C:6]1=[O:33].[OH2:39].[OH2:40].O.O.O.O.C(O[O-])(=O)C1C(=CC=CC=1)C([O-])=O.[Mg+2].C1C=C(C([O-])=O)C(C(O[O-])=O)=CC=1.[Mg+2]. The catalyst is ClCCl.CO. The product is [F:1][C:2]1[CH:37]=[C:36]([F:38])[CH:35]=[CH:34][C:3]=1[CH2:4][N:5]1[C:10]([C:11]2[S:12][C:13]([C:16]3[CH:21]=[C:20]([O:22][CH2:23][CH3:24])[N:19]=[C:18]([S:25]([CH3:26])(=[O:40])=[O:39])[N:17]=3)=[CH:14][CH:15]=2)=[CH:9][C:8]([C:27]([F:29])([F:30])[F:28])=[C:7]([C:31]#[N:32])[C:6]1=[O:33]. The yield is 0.800. (5) The reactants are Br[C:2]1[CH:11]=[CH:10][C:5]([C:6]([O:8][CH3:9])=[O:7])=[C:4]([O:12][CH3:13])[CH:3]=1.[Cl:14][C:15]1[CH:20]=[CH:19][C:18](B(O)O)=[CH:17][CH:16]=1.[O-]P([O-])([O-])=O.[K+].[K+].[K+]. The catalyst is O1CCOCC1.CO.C1C=CC(P(C2C=CC=CC=2)[C-]2C=CC=C2)=CC=1.C1C=CC(P(C2C=CC=CC=2)[C-]2C=CC=C2)=CC=1.Cl[Pd]Cl.[Fe+2]. The product is [CH3:9][O:8][C:6]([C:5]1[CH:10]=[CH:11][C:2]([C:18]2[CH:19]=[CH:20][C:15]([Cl:14])=[CH:16][CH:17]=2)=[CH:3][C:4]=1[O:12][CH3:13])=[O:7]. The yield is 0.780. (6) The reactants are [CH3:1][O:2][C:3]1[CH:8]=[CH:7][C:6]([CH2:9][C:10]([OH:12])=[O:11])=[CH:5][CH:4]=1.[Li+].[CH3:14][Si]([N-][Si](C)(C)C)(C)C.[C:23]([C:25]1[CH:33]=[CH:32][C:28]([C:29](Cl)=[O:30])=[CH:27][C:26]=1[F:34])#[N:24].[NH4+].[Cl-]. The catalyst is C1COCC1. The product is [CH3:14][O:11][C:10](=[O:12])[CH:9]([C:6]1[CH:5]=[CH:4][C:3]([O:2][CH3:1])=[CH:8][CH:7]=1)[C:29]([C:28]1[CH:32]=[CH:33][C:25]([C:23]#[N:24])=[C:26]([F:34])[CH:27]=1)=[O:30]. The yield is 0.450.